Dataset: Peptide-MHC class I binding affinity with 185,985 pairs from IEDB/IMGT. Task: Regression. Given a peptide amino acid sequence and an MHC pseudo amino acid sequence, predict their binding affinity value. This is MHC class I binding data. (1) The peptide sequence is ITMYVAFEQ. The MHC is HLA-A02:01 with pseudo-sequence HLA-A02:01. The binding affinity (normalized) is 0.0847. (2) The peptide sequence is ARHGEYAPF. The MHC is HLA-B48:01 with pseudo-sequence HLA-B48:01. The binding affinity (normalized) is 0.0847. (3) The peptide sequence is IEEVMNIVL. The MHC is HLA-B44:02 with pseudo-sequence HLA-B44:02. The binding affinity (normalized) is 0.0847. (4) The binding affinity (normalized) is 0.566. The MHC is HLA-A23:01 with pseudo-sequence HLA-A23:01. The peptide sequence is VMPVHTLSI. (5) The peptide sequence is KEGDQYVYM. The MHC is HLA-B40:01 with pseudo-sequence HLA-B40:01. The binding affinity (normalized) is 0.447. (6) The peptide sequence is HFDPRLLTAL. The MHC is Mamu-B08 with pseudo-sequence Mamu-B08. The binding affinity (normalized) is 0.